Dataset: Forward reaction prediction with 1.9M reactions from USPTO patents (1976-2016). Task: Predict the product of the given reaction. (1) Given the reactants [CH2:1]([NH2:8])[CH2:2][CH2:3][CH2:4][CH2:5][CH:6]=[CH2:7].[C:9]([O-:12])([O-])=O.[K+].[K+].CI.[CH3:17][N:18](C=O)C, predict the reaction product. The product is: [NH2:8][C:1]1[C:6]([CH3:7])=[C:5]([O:12][CH3:9])[CH:4]=[CH:3][C:2]=1[C:17]#[N:18]. (2) Given the reactants [S:1]1[CH:5]=[C:4]([N:6]2[CH2:11][CH2:10][CH:9]([C:12]([OH:14])=O)[CH2:8][CH2:7]2)[C:3]2[CH:15]=[CH:16][CH:17]=[CH:18][C:2]1=2.BrC1C2C=CC=CC=2SC=1.[CH3:29][C:30]1[CH:34]=[C:33]([NH2:35])[S:32][N:31]=1, predict the reaction product. The product is: [CH3:29][C:30]1[CH:34]=[C:33]([NH:35][C:12]([CH:9]2[CH2:8][CH2:7][N:6]([C:4]3[C:3]4[CH:15]=[CH:16][CH:17]=[CH:18][C:2]=4[S:1][CH:5]=3)[CH2:11][CH2:10]2)=[O:14])[S:32][N:31]=1. (3) Given the reactants [F:1][C:2]([F:15])([F:14])[C:3]1[C:11]([C:12]#[N:13])=[CH:10][CH:9]=[C:8]2[C:4]=1[CH:5]=[CH:6][NH:7]2.[CH3:16][C:17]([O-])=O.[Na+].[NH2:21][OH:22].Cl.C([O-])(O)=O.[Na+].C[N:30](C=O)C, predict the reaction product. The product is: [C:12]([C:11]1[C:3]([C:2]([F:14])([F:1])[F:15])=[C:4]2[C:8](=[CH:9][CH:10]=1)[N:7]([CH2:16][C:17](=[NH:30])[NH:21][OH:22])[CH:6]=[CH:5]2)#[N:13]. (4) Given the reactants Cl[C:2]1[C:7]([N+:8]([O-])=O)=[CH:6][CH:5]=[C:4]([O:11][CH3:12])[N:3]=1.[NH:13]1[CH2:17][CH2:16][CH2:15][C:14]1=O, predict the reaction product. The product is: [CH3:12][O:11][C:4]1[N:3]=[C:2]2[N:13]3[CH2:17][CH2:16][CH2:15][C:14]3=[N:8][C:7]2=[CH:6][CH:5]=1. (5) Given the reactants C1(C(C2C=CC=CC=2)[N:8]2[C:16]3[C:11](=[CH:12][CH:13]=[CH:14][CH:15]=3)[C:10]3([C:25]4[C:20](=[CH:21][C:22]5[O:28][CH2:27][CH2:26][C:23]=5[CH:24]=4)[O:19][CH2:18][CH2:17]3)[C:9]2=[O:29])C=CC=CC=1.C1(C(C2C=CC=CC=2)N2C3C(=CC=CC=3)C3(C4C=C(C)C(OC)=CC=4OC3)C2=O)C=CC=CC=1, predict the reaction product. The product is: [NH:8]1[C:16]2[C:11](=[CH:12][CH:13]=[CH:14][CH:15]=2)[C:10]2([C:25]3[C:20](=[CH:21][C:22]4[O:28][CH2:27][CH2:26][C:23]=4[CH:24]=3)[O:19][CH2:18][CH2:17]2)[C:9]1=[O:29].